The task is: Predict the reactants needed to synthesize the given product.. This data is from Retrosynthesis with 50K atom-mapped reactions and 10 reaction types from USPTO. (1) Given the product NN1CCCSc2ccccc21, predict the reactants needed to synthesize it. The reactants are: O=NN1CCCSc2ccccc21. (2) Given the product COC(=O)C(CC1CCCC1)c1ccc(S(C)(=O)=O)cc1, predict the reactants needed to synthesize it. The reactants are: CO.CS(=O)(=O)c1ccc(C(CC2CCCC2)C(=O)O)cc1. (3) Given the product CC(C)(CC=O)c1ccccc1, predict the reactants needed to synthesize it. The reactants are: CC(C)(CCO)c1ccccc1. (4) Given the product Nc1ccc(S(=O)(=O)CI)cc1, predict the reactants needed to synthesize it. The reactants are: CC(=O)Nc1ccc(S(=O)(=O)CI)cc1. (5) Given the product Fc1ccccc1-c1nnn[nH]1, predict the reactants needed to synthesize it. The reactants are: N#Cc1ccccc1F.[N-]=[N+]=[N-]. (6) Given the product Nc1cnc(-c2cnn3ccncc23)nc1NC1CCOCC1, predict the reactants needed to synthesize it. The reactants are: O=[N+]([O-])c1cnc(-c2cnn3ccncc23)nc1NC1CCOCC1.